From a dataset of Forward reaction prediction with 1.9M reactions from USPTO patents (1976-2016). Predict the product of the given reaction. (1) Given the reactants [CH3:1][N:2]([CH3:18])[C:3]1[CH:8]=[CH:7][C:6]([CH2:9][NH:10][C:11]2[CH:16]=[CH:15][C:14]([CH3:17])=[CH:13][CH:12]=2)=[CH:5][CH:4]=1.[CH:19]([C:22]1[CH:27]=[CH:26][CH:25]=[C:24]([CH:28]([CH3:30])[CH3:29])[C:23]=1[N:31]=[C:32]=[O:33])([CH3:21])[CH3:20], predict the reaction product. The product is: [CH:19]([C:22]1[CH:27]=[CH:26][CH:25]=[C:24]([CH:28]([CH3:29])[CH3:30])[C:23]=1[NH:31][C:32](=[O:33])[N:10]([CH2:9][C:6]1[CH:5]=[CH:4][C:3]([N:2]([CH3:18])[CH3:1])=[CH:8][CH:7]=1)[C:11]1[CH:16]=[CH:15][C:14]([CH3:17])=[CH:13][CH:12]=1)([CH3:20])[CH3:21]. (2) Given the reactants N(C1C=C(C=CC=1C)C(O)=O)=[N+]=[N-].C(C1C=CC(OC)=C(N)C=1)(C)(C)C.[N:27]([C:30]1[CH:31]=[C:32]([CH:53]=[CH:54][C:55]=1[CH3:56])[C:33]([NH:35][C:36]1[CH:41]=[C:40]([C:42]([CH3:45])([CH3:44])[CH3:43])[CH:39]=[C:38](NS(C)(=O)=O)[C:37]=1[O:51][CH3:52])=[O:34])=[N+:28]=[N-:29], predict the reaction product. The product is: [N:27]([C:30]1[CH:31]=[C:32]([CH:53]=[CH:54][C:55]=1[CH3:56])[C:33]([NH:35][C:36]1[CH:41]=[C:40]([C:42]([CH3:45])([CH3:44])[CH3:43])[CH:39]=[CH:38][C:37]=1[O:51][CH3:52])=[O:34])=[N+:28]=[N-:29].